From a dataset of Forward reaction prediction with 1.9M reactions from USPTO patents (1976-2016). Predict the product of the given reaction. (1) Given the reactants [CH3:1][C:2]1([CH3:38])[O:6][CH:5]([CH2:7][NH:8][C:9]([C:11]2[CH:12]=[CH:13][C:14]([F:37])=[C:15]([NH:17][C:18]([C:20]3[N:24]4[CH:25]=[CH:26][C:27]([C:29]5[CH:30]=[N:31][CH:32]=[C:33]([CH:35]=O)[CH:34]=5)=[CH:28][C:23]4=[N:22][CH:21]=3)=[O:19])[CH:16]=2)=[O:10])[CH2:4][CH2:3]1.[O:39]1[CH2:44][CH2:43][CH:42]([NH2:45])[CH2:41][CH2:40]1.C(O)(=O)C.B.N1C=CC=CC=1C, predict the reaction product. The product is: [CH3:1][C:2]1([CH3:38])[O:6][CH:5]([CH2:7][NH:8][C:9]([C:11]2[CH:12]=[CH:13][C:14]([F:37])=[C:15]([NH:17][C:18]([C:20]3[N:24]4[CH:25]=[CH:26][C:27]([C:29]5[CH:30]=[N:31][CH:32]=[C:33]([CH2:35][NH:45][CH:42]6[CH2:43][CH2:44][O:39][CH2:40][CH2:41]6)[CH:34]=5)=[CH:28][C:23]4=[N:22][CH:21]=3)=[O:19])[CH:16]=2)=[O:10])[CH2:4][CH2:3]1. (2) Given the reactants [OH:1][C@H:2]1[C@@H:6]2[O:7][C:8]([CH3:11])([CH3:10])[O:9][C@@H:5]2[O:4][C@H:3]1[C:12]([OH:14])=O.CN(C(ON1N=NC2C=CC=CC1=2)=[N+](C)C)C.F[P-](F)(F)(F)(F)F.C[N:40]1[CH2:45][CH2:44][O:43][CH2:42][CH2:41]1.N1CCOCC1, predict the reaction product. The product is: [OH:1][C@H:2]1[C@@H:6]2[O:7][C:8]([CH3:10])([CH3:11])[O:9][C@@H:5]2[O:4][C@H:3]1[C:12]([N:40]1[CH2:45][CH2:44][O:43][CH2:42][CH2:41]1)=[O:14].